From a dataset of Reaction yield outcomes from USPTO patents with 853,638 reactions. Predict the reaction yield, written as a fraction of the theoretical maximum amount of product (1.0 means a 100% yield; for example, 0.34 means a 34% yield). The yield is 0.730. The product is [N:18]1[CH:23]=[CH:22][CH:21]=[CH:20][C:19]=1[S:24][S:4][CH2:5][CH2:6][CH:7]([S:12]([OH:15])(=[O:13])=[O:14])[C:8]([OH:10])=[O:9]. The reactants are C([S:4][CH2:5][CH2:6][CH:7]([S:12]([OH:15])(=[O:14])=[O:13])[C:8]([O:10]C)=[O:9])(=O)C.[OH-].[Na+].[N:18]1[CH:23]=[CH:22][CH:21]=[CH:20][C:19]=1[S:24][S:24][C:19]1[CH:20]=[CH:21][CH:22]=[CH:23][N:18]=1. The catalyst is CC(N(C)C)=O.